Dataset: Reaction yield outcomes from USPTO patents with 853,638 reactions. Task: Predict the reaction yield, written as a fraction of the theoretical maximum amount of product (1.0 means a 100% yield; for example, 0.34 means a 34% yield). (1) The reactants are C[O:2][C:3](=[O:23])[C:4]1[C:5](=[C:10]([O:14][CH2:15][C:16]2[CH:21]=[CH:20][CH:19]=[C:18]([Cl:22])[CH:17]=2)[CH:11]=[CH:12][CH:13]=1)[C:6]([O:8]C)=[O:7]. The catalyst is [OH-].[Na+]. The product is [Cl:22][C:18]1[CH:17]=[C:16]([CH:21]=[CH:20][CH:19]=1)[CH2:15][O:14][C:10]1[CH:11]=[CH:12][CH:13]=[C:4]([C:3]([OH:23])=[O:2])[C:5]=1[C:6]([OH:8])=[O:7]. The yield is 0.870. (2) The reactants are [CH2:1]([NH2:4])[CH2:2][NH2:3].C[Al](C)C.O.[C:10]1([CH3:16])[CH:15]=[CH:14][CH:13]=[CH:12][CH:11]=1. No catalyst specified. The product is [CH2:11]1[C:10]2([C:16]3[NH:3][CH2:2][CH2:1][N:4]=3)[CH2:15][C:14]3[CH:15]=[CH:10][CH:11]=[CH:12][C:13]=3[CH:12]12. The yield is 0.670. (3) The reactants are Br[C:2]1[C:3]([O:12][CH3:13])=[CH:4][C:5]([O:10][CH3:11])=[C:6]([CH:9]=1)[CH:7]=[O:8].[S:14]1[C:18](B(O)O)=[CH:17][C:16]2[CH:22]=[CH:23][CH:24]=[CH:25][C:15]1=2. The catalyst is C1COCC1. The product is [S:14]1[C:18]([C:2]2[C:3]([O:12][CH3:13])=[CH:4][C:5]([O:10][CH3:11])=[C:6]([CH:9]=2)[CH:7]=[O:8])=[CH:17][C:16]2[CH:22]=[CH:23][CH:24]=[CH:25][C:15]1=2. The yield is 0.970. (4) The reactants are [CH3:1][C:2]1[C:6]2[CH:7]=[CH:8][C:9]([C:11]([O:13]C)=[O:12])=[CH:10][C:5]=2[O:4][N:3]=1.[OH-].[Na+]. The catalyst is CO. The product is [CH3:1][C:2]1[C:6]2[CH:7]=[CH:8][C:9]([C:11]([OH:13])=[O:12])=[CH:10][C:5]=2[O:4][N:3]=1. The yield is 0.920. (5) The reactants are ClC(N(C)C)=C(C)C.[CH3:9][O:10][C:11]1[CH:12]=[C:13]([CH:17]=[CH:18][CH:19]=1)[C:14]([OH:16])=O.[NH2:20][C:21]1[N:25](C(OC(C)(C)C)=O)[N:24]=[C:23]([CH2:33][CH2:34][C:35]2[CH:40]=[C:39]([O:41][CH3:42])[CH:38]=[C:37]([O:43][CH3:44])[CH:36]=2)[CH:22]=1.N1C=CC=CC=1.C(O)(C(F)(F)F)=O. The catalyst is C(Cl)Cl. The product is [CH3:42][O:41][C:39]1[CH:40]=[C:35]([CH2:34][CH2:33][C:23]2[NH:24][N:25]=[C:21]([NH:20][C:14](=[O:16])[C:13]3[CH:17]=[CH:18][CH:19]=[C:11]([O:10][CH3:9])[CH:12]=3)[CH:22]=2)[CH:36]=[C:37]([O:43][CH3:44])[CH:38]=1. The yield is 0.590. (6) The reactants are [NH2:1][CH2:2][C:3]1[NH:7][C:6](=[O:8])[C:5]2([CH2:13][CH2:12][N:11]([C:14]([O:16][C:17]([CH3:20])([CH3:19])[CH3:18])=[O:15])[CH2:10][CH2:9]2)[N:4]=1.CCN(CC)CC.[C:28](Cl)(=[O:30])[CH3:29]. The catalyst is C(Cl)Cl. The product is [C:28]([NH:1][CH2:2][C:3]1[NH:7][C:6](=[O:8])[C:5]2([CH2:13][CH2:12][N:11]([C:14]([O:16][C:17]([CH3:20])([CH3:19])[CH3:18])=[O:15])[CH2:10][CH2:9]2)[N:4]=1)(=[O:30])[CH3:29]. The yield is 0.870. (7) The reactants are [CH2:1]([NH:3][C:4]([NH:6][C:7]1[S:8][C:9]2[C:46](=[O:47])[CH2:45][CH2:44][CH2:43][C:10]=2[C:11]=1[C:12]([N:14]1[CH2:19][CH2:18][CH:17]([N:20]2[CH2:32][C:24]3([C:28](=[O:29])[O:27][C:26]([CH3:31])([CH3:30])[CH2:25]3)[N:23](C(OCC3C=CC=CC=3)=O)[CH2:22][CH2:21]2)[CH2:16][CH2:15]1)=[O:13])=[O:5])[CH3:2].C(=O)([O-])O.[Na+]. The catalyst is Br.C(O)(=O)C. The product is [CH3:31][C:26]1([CH3:30])[CH2:25][C:24]2([CH2:32][N:20]([CH:17]3[CH2:16][CH2:15][N:14]([C:12]([C:11]4[C:10]5[CH2:43][CH2:44][CH2:45][C:46](=[O:47])[C:9]=5[S:8][C:7]=4[NH:6][C:4]([NH:3][CH2:1][CH3:2])=[O:5])=[O:13])[CH2:19][CH2:18]3)[CH2:21][CH2:22][NH:23]2)[C:28](=[O:29])[O:27]1. The yield is 0.430.